From a dataset of Full USPTO retrosynthesis dataset with 1.9M reactions from patents (1976-2016). Predict the reactants needed to synthesize the given product. (1) The reactants are: [F:1][C:2]([F:24])([F:23])[C:3]1[CH:4]=[CH:5][C:6]([O:9][C:10]2[CH:11]=[C:12]3[C:17](=[CH:18][CH:19]=2)[N:16]=[C:15]([C:20]([OH:22])=O)[CH:14]=[CH:13]3)=[N:7][CH:8]=1.F[B-](F)(F)F.N1(OC(N(C)C)=[N+](C)C)C2C=CC=CC=2N=N1.C(N(CC)CC)C.[CH:54]1([N:58]2[CH2:63][CH2:62][NH:61][CH2:60][CH2:59]2)[CH2:57][CH2:56][CH2:55]1. Given the product [CH:54]1([N:58]2[CH2:63][CH2:62][N:61]([C:20]([C:15]3[CH:14]=[CH:13][C:12]4[C:17](=[CH:18][CH:19]=[C:10]([O:9][C:6]5[CH:5]=[CH:4][C:3]([C:2]([F:23])([F:1])[F:24])=[CH:8][N:7]=5)[CH:11]=4)[N:16]=3)=[O:22])[CH2:60][CH2:59]2)[CH2:57][CH2:56][CH2:55]1, predict the reactants needed to synthesize it. (2) Given the product [CH2:11]([N:18]1[CH2:23][CH2:22][CH:21]([N:24]2[CH:29]=[C:28]([C:33]3[CH:38]=[CH:37][C:36]([F:39])=[CH:35][CH:34]=3)[NH:27][C:25]2=[O:26])[CH2:20][CH2:19]1)[C:12]1[CH:17]=[CH:16][CH:15]=[CH:14][CH:13]=1, predict the reactants needed to synthesize it. The reactants are: [H-].C([Al+]CC(C)C)C(C)C.[CH2:11]([N:18]1[CH2:23][CH2:22][CH:21]([NH:24][C:25]([NH:27][CH:28]([C:33]2[CH:38]=[CH:37][C:36]([F:39])=[CH:35][CH:34]=2)[C:29](OC)=O)=[O:26])[CH2:20][CH2:19]1)[C:12]1[CH:17]=[CH:16][CH:15]=[CH:14][CH:13]=1. (3) The reactants are: I[C:2]1[S:3][C:4]2[CH2:10][CH2:9][N:8](C(=O)C(F)(F)F)[CH2:7][CH2:6][C:5]=2[N:17]=1.[C:18]([C:20]1[CH:25]=[CH:24][C:23](B(O)O)=[CH:22][CH:21]=1)#[N:19].C(=O)([O-])[O-].[Na+].[Na+]. Given the product [S:3]1[C:4]2[CH2:10][CH2:9][NH:8][CH2:7][CH2:6][C:5]=2[N:17]=[C:2]1[C:23]1[CH:24]=[CH:25][C:20]([C:18]#[N:19])=[CH:21][CH:22]=1, predict the reactants needed to synthesize it. (4) Given the product [F:1][C:2]([F:15])([F:16])[C:3]1[C:4]2[N:14]=[C:18]([NH2:17])[NH:13][C:5]=2[CH:6]=[C:7]([C:9]([F:12])([F:11])[F:10])[CH:8]=1, predict the reactants needed to synthesize it. The reactants are: [F:1][C:2]([F:16])([F:15])[C:3]1[CH:8]=[C:7]([C:9]([F:12])([F:11])[F:10])[CH:6]=[C:5]([NH2:13])[C:4]=1[NH2:14].[N:17]#[C:18]Br. (5) Given the product [C:1]1([C:7]2[O:11][N:10]=[C:9]([C:12]3[CH:13]=[CH:14][C:15]([C:16]([OH:18])=[O:17])=[CH:20][CH:21]=3)[CH:8]=2)[CH:2]=[CH:3][CH:4]=[CH:5][CH:6]=1, predict the reactants needed to synthesize it. The reactants are: [C:1]1([C:7]2[O:11][N:10]=[C:9]([C:12]3[CH:21]=[CH:20][C:15]([C:16]([O:18]C)=[O:17])=[CH:14][CH:13]=3)[CH:8]=2)[CH:6]=[CH:5][CH:4]=[CH:3][CH:2]=1.Cl.C(O)(=O)C. (6) Given the product [CH2:3]([N:10]1[CH2:17][CH:16]2[O:18][CH:12]([CH2:13][N:14]([CH2:27][CH2:26][O:25][C:24](=[O:29])[NH:23][C:19]([CH3:22])([CH3:21])[CH3:20])[CH2:15]2)[CH2:11]1)[C:4]1[CH:5]=[CH:6][CH:7]=[CH:8][CH:9]=1, predict the reactants needed to synthesize it. The reactants are: Cl.Cl.[CH2:3]([N:10]1[CH2:17][CH:16]2[O:18][CH:12]([CH2:13][NH:14][CH2:15]2)[CH2:11]1)[C:4]1[CH:9]=[CH:8][CH:7]=[CH:6][CH:5]=1.[C:19]([NH:23][C:24](=[O:29])[O:25][CH2:26][CH2:27]Br)([CH3:22])([CH3:21])[CH3:20].C([O-])([O-])=O.[K+].[K+]. (7) Given the product [CH:1]([C:4]1[C:5]([S:14][C:15]#[N:16])=[CH:6][C:7]([N+:11]([O-:13])=[O:12])=[C:8]([NH2:10])[CH:9]=1)([CH3:3])[CH3:2], predict the reactants needed to synthesize it. The reactants are: [CH:1]([C:4]1[CH:5]=[CH:6][C:7]([N+:11]([O-:13])=[O:12])=[C:8]([NH2:10])[CH:9]=1)([CH3:3])[CH3:2].[S-:14][C:15]#[N:16].[Na+].[Br-].[Na+].BrBr. (8) Given the product [Cl:1][C:2]1[C:12]2[O:11][CH2:10][CH2:9][N:8]([CH:13]([CH3:15])[CH3:14])[CH2:7][C:6]=2[CH:5]=[C:4]([N+:16]([O-:18])=[O:17])[CH:3]=1, predict the reactants needed to synthesize it. The reactants are: [Cl:1][C:2]1[C:12]2[O:11][CH2:10][CH2:9][N:8]([CH:13]([CH3:15])[CH3:14])[CH2:7][C:6]=2[CH:5]=[CH:4][CH:3]=1.[N+:16]([O-])([OH:18])=[O:17]. (9) The reactants are: [CH3:1][O:2][C:3](=[O:14])[C:4]([C:7]1[CH:12]=[CH:11][CH:10]=[C:9](Br)[CH:8]=1)([CH3:6])[CH3:5].C([O-])(=O)C.[K+].[B:20]1([B:20]2[O:24][C:23]([CH3:26])([CH3:25])[C:22]([CH3:28])([CH3:27])[O:21]2)[O:24][C:23]([CH3:26])([CH3:25])[C:22]([CH3:28])([CH3:27])[O:21]1. Given the product [CH3:1][O:2][C:3](=[O:14])[C:4]([CH3:6])([C:7]1[CH:12]=[CH:11][CH:10]=[C:9]([B:20]2[O:24][C:23]([CH3:26])([CH3:25])[C:22]([CH3:28])([CH3:27])[O:21]2)[CH:8]=1)[CH3:5], predict the reactants needed to synthesize it.